Dataset: Forward reaction prediction with 1.9M reactions from USPTO patents (1976-2016). Task: Predict the product of the given reaction. Given the reactants [CH3:1][CH:2]([S:4]([C:7]1[CH:12]=[CH:11][C:10]([C:13]2[C:14]3[N:15]([N:19]=[C:20]([NH2:22])[N:21]=3)[CH:16]=[CH:17][CH:18]=2)=[CH:9][CH:8]=1)(=[O:6])=[O:5])[CH3:3].Br[C:24]1[CH:29]=[CH:28][C:27]([N:30]2[CH2:35][CH2:34][N:33]([CH3:36])[CH2:32][CH2:31]2)=[CH:26][CH:25]=1.C1(P(C2CCCCC2)C2C=CC=CC=2C2C=CC=CC=2P(C2CCCCC2)C2CCCCC2)CCCCC1, predict the reaction product. The product is: [CH3:36][N:33]1[CH2:34][CH2:35][N:30]([C:27]2[CH:26]=[CH:25][C:24]([NH:22][C:20]3[N:21]=[C:14]4[C:13]([C:10]5[CH:11]=[CH:12][C:7]([S:4]([CH:2]([CH3:1])[CH3:3])(=[O:6])=[O:5])=[CH:8][CH:9]=5)=[CH:18][CH:17]=[CH:16][N:15]4[N:19]=3)=[CH:29][CH:28]=2)[CH2:31][CH2:32]1.